Dataset: Forward reaction prediction with 1.9M reactions from USPTO patents (1976-2016). Task: Predict the product of the given reaction. (1) Given the reactants [CH2:1]([N:8]1[CH2:13][CH2:12][C:11]([NH:20][C:21](=O)OC)([C:14]2[CH:19]=[CH:18][N:17]=[CH:16][CH:15]=2)[CH2:10][CH2:9]1)[C:2]1[CH:7]=[CH:6][CH:5]=[CH:4][CH:3]=1.[H-].[Al+3].[Li+].[H-].[H-].[H-].S([O-])([O-])(=O)=O.[Na+].[Na+], predict the reaction product. The product is: [CH2:1]([N:8]1[CH2:9][CH2:10][C:11]([C:14]2[CH:19]=[CH:18][N:17]=[CH:16][CH:15]=2)([NH:20][CH3:21])[CH2:12][CH2:13]1)[C:2]1[CH:7]=[CH:6][CH:5]=[CH:4][CH:3]=1. (2) Given the reactants [C:1]([NH:5][S:6]([C:9]1([CH3:12])[CH2:11][CH2:10]1)(=[O:8])=[O:7])([CH3:4])([CH3:3])[CH3:2].C(Br)[C:14]1[CH:19]=[CH:18][CH:17]=[CH:16][CH:15]=1.C(OCC)(=O)C, predict the reaction product. The product is: [C:1]([NH:5][S:6]([C:9]1([CH2:12][C:14]2[CH:19]=[CH:18][CH:17]=[CH:16][CH:15]=2)[CH2:11][CH2:10]1)(=[O:8])=[O:7])([CH3:4])([CH3:2])[CH3:3]. (3) Given the reactants [CH2:1]([O:3][C:4]([NH:6][NH2:7])=[O:5])[CH3:2].C(N(CC)CC)C.[CH3:15][C:16]1[CH:21]=[C:20]([CH3:22])[CH:19]=[C:18]([CH3:23])[C:17]=1[CH2:24][C:25](Cl)=[O:26], predict the reaction product. The product is: [CH2:1]([O:3][C:4]([NH:6][NH:7][C:25](=[O:26])[CH2:24][C:17]1[C:16]([CH3:15])=[CH:21][C:20]([CH3:22])=[CH:19][C:18]=1[CH3:23])=[O:5])[CH3:2]. (4) Given the reactants [CH:1]1[C:10]2[CH:9]=[CH:8][CH:7]=[C:6]([C:11]([OH:13])=O)[C:5]=2[CH:4]=[CH:3][N:2]=1.S(Cl)(Cl)=O.[CH3:18][O:19][CH2:20][CH2:21][N:22]1[C:26]([CH3:27])=[C:25]([CH3:28])[S:24][C:23]1=[NH:29].CCN(CC)CC, predict the reaction product. The product is: [CH3:18][O:19][CH2:20][CH2:21][N:22]1[C:26]([CH3:27])=[C:25]([CH3:28])[S:24]/[C:23]/1=[N:29]\[C:11]([C:6]1[C:5]2[CH:4]=[CH:3][N:2]=[CH:1][C:10]=2[CH:9]=[CH:8][CH:7]=1)=[O:13].